The task is: Predict the reactants needed to synthesize the given product.. This data is from Full USPTO retrosynthesis dataset with 1.9M reactions from patents (1976-2016). (1) Given the product [NH3:1].[CH2:43]([O:50][C:51]1[CH:56]=[CH:55][C:54]([C@@H:57]([O:60][Si:61]([C:64]([CH3:65])([CH3:67])[CH3:66])([CH3:63])[CH3:62])[CH2:58][NH:1][CH2:2][CH2:3][C:4]2[CH:42]=[CH:41][C:7]([O:8][CH2:9][CH2:10][C:11]3[CH:12]=[CH:13][C:14]([O:33][CH2:34][C:35]4[CH:36]=[CH:37][CH:38]=[CH:39][CH:40]=4)=[C:15]([C@@H:17]([C:27]4[CH:28]=[CH:29][CH:30]=[CH:31][CH:32]=4)[CH2:18][CH2:19][N:20]([CH:24]([CH3:26])[CH3:25])[CH:21]([CH3:23])[CH3:22])[CH:16]=3)=[CH:6][CH:5]=2)=[CH:53][C:52]=1[NH:68][S:69]([CH3:72])(=[O:70])=[O:71])[C:44]1[CH:49]=[CH:48][CH:47]=[CH:46][CH:45]=1, predict the reactants needed to synthesize it. The reactants are: [NH2:1][CH2:2][CH2:3][C:4]1[CH:42]=[CH:41][C:7]([O:8][CH2:9][CH2:10][C:11]2[CH:12]=[CH:13][C:14]([O:33][CH2:34][C:35]3[CH:40]=[CH:39][CH:38]=[CH:37][CH:36]=3)=[C:15]([C@@H:17]([C:27]3[CH:32]=[CH:31][CH:30]=[CH:29][CH:28]=3)[CH2:18][CH2:19][N:20]([CH:24]([CH3:26])[CH3:25])[CH:21]([CH3:23])[CH3:22])[CH:16]=2)=[CH:6][CH:5]=1.[CH2:43]([O:50][C:51]1[CH:56]=[CH:55][C:54]([C@@H:57]([O:60][Si:61]([C:64]([CH3:67])([CH3:66])[CH3:65])([CH3:63])[CH3:62])[CH2:58]Br)=[CH:53][C:52]=1[NH:68][S:69]([CH3:72])(=[O:71])=[O:70])[C:44]1[CH:49]=[CH:48][CH:47]=[CH:46][CH:45]=1.C(=O)([O-])O.[Na+].[I-].[K+]. (2) Given the product [C:4]([C:3]1[CH:7]=[C:8]([CH:9]=[CH:10][C:2]=1[Cl:1])[O:11][CH2:17][C@H:18]1[CH2:23][CH2:22][CH2:21][N:20]([C:24]([O:26][C:27]([CH3:28])([CH3:30])[CH3:29])=[O:25])[CH2:19]1)(=[O:5])[NH2:6], predict the reactants needed to synthesize it. The reactants are: [Cl:1][C:2]1[CH:10]=[CH:9][C:8]([OH:11])=[CH:7][C:3]=1[C:4]([NH2:6])=[O:5].CS(O[CH2:17][C@H:18]1[CH2:23][CH2:22][CH2:21][N:20]([C:24]([O:26][C:27]([CH3:30])([CH3:29])[CH3:28])=[O:25])[CH2:19]1)(=O)=O.C(=O)([O-])[O-].[Cs+].[Cs+].